The task is: Predict the reactants needed to synthesize the given product.. This data is from Full USPTO retrosynthesis dataset with 1.9M reactions from patents (1976-2016). (1) Given the product [Br:14][C:6]1[C:7]2[C:12]3[C:3]([CH2:2][C:1](=[O:13])[C:11]=3[CH:10]=[CH:9][CH:8]=2)=[CH:4][CH:5]=1, predict the reactants needed to synthesize it. The reactants are: [C:1]1(=[O:13])[C:11]2=[C:12]3[C:7](=[CH:8][CH:9]=[CH:10]2)[CH:6]=[CH:5][CH:4]=[C:3]3[CH2:2]1.[Br:14]N1C(=O)CCC1=O. (2) Given the product [CH3:20][O:19][C:16]1[CH:15]=[CH:14][C:13]([CH2:12][N:10]2[CH:11]=[C:7]([C:5]3[N:6]=[C:2]([NH:1][C:28]4[N:33]=[CH:32][C:31]([F:34])=[CH:30][N:29]=4)[S:3][C:4]=3[CH2:25][OH:26])[C:8]([CH:21]([OH:24])[CH2:22][CH3:23])=[N:9]2)=[CH:18][CH:17]=1, predict the reactants needed to synthesize it. The reactants are: [NH2:1][C:2]1[S:3][C:4]([CH2:25][OH:26])=[C:5]([C:7]2[C:8]([CH:21]([OH:24])[CH2:22][CH3:23])=[N:9][N:10]([CH2:12][C:13]3[CH:18]=[CH:17][C:16]([O:19][CH3:20])=[CH:15][CH:14]=3)[CH:11]=2)[N:6]=1.Cl[C:28]1[N:33]=[CH:32][C:31]([F:34])=[CH:30][N:29]=1.CC1(C)C2C(=C(P(C3C=CC=CC=3)C3C=CC=CC=3)C=CC=2)OC2C(P(C3C=CC=CC=3)C3C=CC=CC=3)=CC=CC1=2.C([O-])([O-])=O.[Cs+].[Cs+]. (3) Given the product [CH2:1]([N:3]1[C:7]([CH3:8])=[C:6]([I:39])[C:5]([CH2:9][CH3:10])=[N:4]1)[CH3:2], predict the reactants needed to synthesize it. The reactants are: [CH2:1]([N:3]1[C:7]([CH3:8])=[CH:6][C:5]([CH2:9][CH3:10])=[N:4]1)[CH3:2].CCCCCCCCCCCCCCCC(OCC(O)[C@H]1OC[C@H](O)[C@H]1O)=O.[I:39]I.